From a dataset of Forward reaction prediction with 1.9M reactions from USPTO patents (1976-2016). Predict the product of the given reaction. (1) Given the reactants [Br:1][C:2]1[CH:7]=[CH:6][C:5]([CH:8]=[C:9](S(C2C=CC(C)=CC=2)(=O)=O)[C:10]#[N:11])=[CH:4][CH:3]=1.C1CCN2C(=NCCC2)CC1.[N+:33]([CH2:35][C:36]([O:38][CH2:39][CH3:40])=[O:37])#[C-:34].O, predict the reaction product. The product is: [CH2:39]([O:38][C:36]([C:35]1[NH:33][CH:34]=[C:9]([C:10]#[N:11])[C:8]=1[C:5]1[CH:4]=[CH:3][C:2]([Br:1])=[CH:7][CH:6]=1)=[O:37])[CH3:40]. (2) Given the reactants [CH2:1]([C:3]1[C:4]([C:12]([O:14]C)=O)=[C:5]([N:9]=[C:10]=[S:11])[S:6][C:7]=1[CH3:8])[CH3:2].[CH3:16][C:17]1[N:21]([CH2:22][CH2:23][CH2:24][NH2:25])[CH:20]=[N:19][CH:18]=1, predict the reaction product. The product is: [CH2:1]([C:3]1[C:4]2[C:12](=[O:14])[N:25]([CH2:24][CH2:23][CH2:22][N:21]3[C:17]([CH3:16])=[CH:18][N:19]=[CH:20]3)[C:10](=[S:11])[NH:9][C:5]=2[S:6][C:7]=1[CH3:8])[CH3:2]. (3) Given the reactants CCN(C(C)C)C(C)C.[Li]CCCC.[Cl:15][C:16]1[CH:26]=[CH:25][CH:24]=[C:23]([F:27])[C:17]=1[C:18]([O:20][CH2:21][CH3:22])=[O:19].CN([CH:31]=[O:32])C, predict the reaction product. The product is: [Cl:15][C:16]1[C:17]([C:18]([O:20][CH2:21][CH3:22])=[O:19])=[C:23]([F:27])[C:24]([CH:31]=[O:32])=[CH:25][CH:26]=1. (4) The product is: [F:41][C:38]([F:39])([F:40])[C:36]1[CH:37]=[C:32]([NH:31][C:29](=[O:30])[C:21]2[CH:22]=[C:23]([CH:27]=[CH:28][C:20]=2[OH:57])[C:24]([N:3]([CH3:4])[CH3:2])=[O:26])[CH:33]=[C:34]([C:42]([F:45])([F:44])[F:43])[CH:35]=1. Given the reactants C[CH2:2][N:3]=[C:4]=NCCCN(C)C.Cl.C([C:20]1[CH:28]=[CH:27][C:23]([C:24]([OH:26])=O)=[CH:22][C:21]=1[C:29]([NH:31][C:32]1[CH:37]=[C:36]([C:38]([F:41])([F:40])[F:39])[CH:35]=[C:34]([C:42]([F:45])([F:44])[F:43])[CH:33]=1)=[O:30])C1C=CC=CC=1.Cl.CNC.C(N(CC)CC)C.[O:57]1CCCC1, predict the reaction product.